From a dataset of Catalyst prediction with 721,799 reactions and 888 catalyst types from USPTO. Predict which catalyst facilitates the given reaction. (1) Reactant: [Cl:1][C:2]1[CH:3]=[N:4][N:5]([CH3:15])[C:6]=1[C:7]1[S:8][CH:9]=[C:10]([C:12]([OH:14])=O)[N:11]=1.[NH2:16][C@@H:17]([CH2:30][C:31]1[CH:36]=[CH:35][CH:34]=[C:33]([F:37])[CH:32]=1)[CH2:18][N:19]1[C:27](=[O:28])[C:26]2[C:21](=[CH:22][CH:23]=[CH:24][CH:25]=2)[C:20]1=[O:29].C(N(CC)C(C)C)(C)C.F[P-](F)(F)(F)(F)F.Br[P+](N1CCCC1)(N1CCCC1)N1CCCC1. Product: [Cl:1][C:2]1[CH:3]=[N:4][N:5]([CH3:15])[C:6]=1[C:7]1[S:8][CH:9]=[C:10]([C:12]([NH:16][C@@H:17]([CH2:30][C:31]2[CH:36]=[CH:35][CH:34]=[C:33]([F:37])[CH:32]=2)[CH2:18][N:19]2[C:27](=[O:28])[C:26]3[C:21](=[CH:22][CH:23]=[CH:24][CH:25]=3)[C:20]2=[O:29])=[O:14])[N:11]=1. The catalyst class is: 2. (2) Product: [Br:2][C:3]1[CH:4]=[C:5]([CH:30]=[CH:31][CH:32]=1)[CH2:6][C:7]1([CH2:13][N:14]([C@@H:21]2[CH2:23][C@H:22]2[C:24]2[CH:25]=[CH:26][CH:27]=[CH:28][CH:29]=2)[C:15](=[O:20])[C:16]([F:17])([F:18])[F:19])[CH2:8][CH2:9][N:10]([CH2:35][CH2:34][C:33]([O:37][CH3:38])=[O:36])[CH2:11][CH2:12]1. Reactant: Cl.[Br:2][C:3]1[CH:4]=[C:5]([CH:30]=[CH:31][CH:32]=1)[CH2:6][C:7]1([CH2:13][N:14]([C@@H:21]2[CH2:23][C@H:22]2[C:24]2[CH:29]=[CH:28][CH:27]=[CH:26][CH:25]=2)[C:15](=[O:20])[C:16]([F:19])([F:18])[F:17])[CH2:12][CH2:11][NH:10][CH2:9][CH2:8]1.[C:33]([O:37][CH3:38])(=[O:36])[CH:34]=[CH2:35].C(N(CC)CC)C. The catalyst class is: 291. (3) Reactant: [H-].[Al+3].[Li+].[H-].[H-].[H-].[CH3:7][C:8]1[N:9]([C:13]2[CH:23]=[CH:22][C:16]([C:17](OCC)=[O:18])=[CH:15][N:14]=2)[CH:10]=[CH:11][N:12]=1.O.[OH-].[Na+]. Product: [CH3:7][C:8]1[N:9]([C:13]2[N:14]=[CH:15][C:16]([CH2:17][OH:18])=[CH:22][CH:23]=2)[CH:10]=[CH:11][N:12]=1. The catalyst class is: 1. (4) Reactant: Cl.[NH2:2][C@H:3]([C:5]1[C:6](=[O:17])[NH:7][C:8]2[C:13]([CH:14]=1)=[CH:12][C:11]([Cl:15])=[CH:10][C:9]=2[F:16])[CH3:4].Cl[C:19]1[N:24]=[C:23]([O:25][CH3:26])[C:22]([C:27]#[N:28])=[CH:21][N:20]=1.CCN(C(C)C)C(C)C.O. Product: [Cl:15][C:11]1[CH:12]=[C:13]2[C:8](=[C:9]([F:16])[CH:10]=1)[NH:7][C:6](=[O:17])[C:5]([C@@H:3]([NH:2][C:19]1[N:24]=[C:23]([O:25][CH3:26])[C:22]([C:27]#[N:28])=[CH:21][N:20]=1)[CH3:4])=[CH:14]2. The catalyst class is: 16. (5) Reactant: [OH:1][CH2:2][CH2:3][CH2:4][NH:5][C:6]1[CH:13]=[CH:12][C:9]([C:10]#[N:11])=[CH:8][CH:7]=1.C1CCC(=C(F)CNCC2C=CC(F)=CC=2)CC1.[C:32]1([CH3:42])[CH:37]=[CH:36][C:35]([S:38](Cl)(=[O:40])=[O:39])=[CH:34][CH:33]=1. Product: [CH3:42][C:32]1[CH:37]=[CH:36][C:35]([S:38]([O:1][CH2:2][CH2:3][CH2:4][NH:5][C:6]2[CH:13]=[CH:12][C:9]([C:10]#[N:11])=[CH:8][CH:7]=2)(=[O:40])=[O:39])=[CH:34][CH:33]=1. The catalyst class is: 23. (6) Reactant: [I-].[CH:2]1[C:12]2[CH2:11][CH2:10][C:9]3[CH:13]=[CH:14][CH:15]=[CH:16][C:8]=3[NH:7][C:6]=2[CH:5]=[CH:4][C:3]=1[CH2:17][N+]1(C)CCCCC1.[C:25]([O-:28])(=[O:27])[CH3:26].[Li+]. Product: [C:25]([O:28][CH2:17][C:3]1[CH:4]=[CH:5][C:6]2[NH:7][C:8]3[CH:16]=[CH:15][CH:14]=[CH:13][C:9]=3[CH2:10][CH2:11][C:12]=2[CH:2]=1)(=[O:27])[CH3:26]. The catalyst class is: 148.